The task is: Predict which catalyst facilitates the given reaction.. This data is from Catalyst prediction with 721,799 reactions and 888 catalyst types from USPTO. (1) Reactant: N#N.[C:3]([O-:7])(=[O:6])[CH:4]=[CH2:5].[Na+].Cl[CH2:10][CH2:11][CH2:12][Si:13]([O:20][CH2:21][CH3:22])([O:17][CH2:18][CH3:19])[O:14][CH2:15][CH3:16].C1C2NC3C(=CC=CC=3)SC=2C=CC=1. Product: [C:3]([O:7][CH2:10][CH2:11][CH2:12][Si:13]([O:14][CH2:15][CH3:16])([O:20][CH2:21][CH3:22])[O:17][CH2:18][CH3:19])(=[O:6])[CH:4]=[CH2:5]. The catalyst class is: 11. (2) Reactant: [N:1]1[CH:6]=[CH:5][C:4]([CH3:7])=[CH:3][CH:2]=1.[Li+].CC([N-]C(C)C)C.C(NC(C)C)(C)C.C([Li])CCC.CON(C)[C:31]([C:33]1[CH:42]=[CH:41][C:40]2[C:35](=[CH:36][CH:37]=[CH:38][CH:39]=2)[CH:34]=1)=[O:32].[Cl-].[NH4+]. Product: [CH:34]1[C:35]2[C:40](=[CH:39][CH:38]=[CH:37][CH:36]=2)[CH:41]=[CH:42][C:33]=1[C:31](=[O:32])[CH2:7][C:4]1[CH:5]=[CH:6][N:1]=[CH:2][CH:3]=1. The catalyst class is: 1.